Dataset: CYP2C9 inhibition data for predicting drug metabolism from PubChem BioAssay. Task: Regression/Classification. Given a drug SMILES string, predict its absorption, distribution, metabolism, or excretion properties. Task type varies by dataset: regression for continuous measurements (e.g., permeability, clearance, half-life) or binary classification for categorical outcomes (e.g., BBB penetration, CYP inhibition). Dataset: cyp2c9_veith. (1) The compound is C[N+]1(CCC[N+]2(C)C[C@@H]3[C@@H]4C=C[C@@H](CC4)[C@H]3C2)CCOCC1. The result is 0 (non-inhibitor). (2) The result is 0 (non-inhibitor). The molecule is Cc1cnc(CNc2nc(-c3cccnc3)nc3ccccc23)cn1. (3) The molecule is O=C1C=C(NCCN2CCOCC2)CC(c2ccccc2)C1. The result is 0 (non-inhibitor). (4) The molecule is Cc1ccc(S(=O)(=O)N/N=C/c2ccc(OC3CSC3)cc2)cc1. The result is 1 (inhibitor). (5) The drug is CC(C)(C)N1C(=O)[C@H]2CC[C@H]3/C(=N\OCc4ccccc4)C[C@@H](O)[C@@H](O)[C@@H]3[C@@H]2C1=O. The result is 0 (non-inhibitor).